Dataset: Forward reaction prediction with 1.9M reactions from USPTO patents (1976-2016). Task: Predict the product of the given reaction. (1) Given the reactants [Cl:1][C:2]1[CH:3]=[CH:4][C:5]2[N:11]3[C:12]([CH:15]4[CH2:17][CH2:16]4)=[N:13][N:14]=[C:10]3[C@@H:9]([CH2:18][CH2:19][C:20]#N)[O:8][C@H:7]([C:22]3[CH:27]=[CH:26][CH:25]=[C:24]([O:28][CH3:29])[C:23]=3[O:30][CH3:31])[C:6]=2[CH:32]=1.[OH-:33].[Na+].C[OH:36].Cl, predict the reaction product. The product is: [Cl:1][C:2]1[CH:3]=[CH:4][C:5]2[N:11]3[C:12]([CH:15]4[CH2:16][CH2:17]4)=[N:13][N:14]=[C:10]3[C@@H:9]([CH2:18][CH2:19][C:20]([OH:36])=[O:33])[O:8][C@H:7]([C:22]3[CH:27]=[CH:26][CH:25]=[C:24]([O:28][CH3:29])[C:23]=3[O:30][CH3:31])[C:6]=2[CH:32]=1. (2) Given the reactants Cl[C:2]1([CH:8]=[N:9][OH:10])[CH:7]=[CH:6][CH:5]=[CH:4][CH2:3]1.[C:11]([O:15][C:16]([N:18]1[CH2:23][CH2:22][C:21](=[CH2:24])[CH2:20][CH2:19]1)=[O:17])([CH3:14])([CH3:13])[CH3:12].C(N(CC)CC)C, predict the reaction product. The product is: [C:11]([O:15][C:16]([N:18]1[CH2:23][CH2:22][C:21]2([O:10][N:9]=[C:8]([C:2]3[CH:7]=[CH:6][CH:5]=[CH:4][CH:3]=3)[CH2:24]2)[CH2:20][CH2:19]1)=[O:17])([CH3:13])([CH3:12])[CH3:14]. (3) Given the reactants [O:1]1[CH2:6][CH2:5][N:4]([CH2:7][C:8]([O:10]C(C)(C)C)=[O:9])[CH2:3][CH2:2]1.[ClH:15], predict the reaction product. The product is: [ClH:15].[O:1]1[CH2:6][CH2:5][N:4]([CH2:7][C:8]([OH:10])=[O:9])[CH2:3][CH2:2]1. (4) Given the reactants F[C:2]1[CH:3]=[C:4]([CH:18]=[C:19](F)[CH:20]=1)[CH2:5][O:6][N:7]1C(=O)C2=CC=CC=C2C1=O.CO[C:24]1[CH:42]=CC(CON2C(=O)C3=CC=CC=C3C2=O)=C[CH:25]=1.[Cl:43]CCl, predict the reaction product. The product is: [ClH:43].[CH:24]([C:20]1[CH:2]=[CH:3][C:4]([CH2:5][O:6][NH2:7])=[CH:18][CH:19]=1)([CH3:42])[CH3:25]. (5) Given the reactants [C:1]([NH:22][C@H:23]([C:30]([OH:32])=[O:31])[CH2:24][O:25][P:26]([OH:29])([OH:28])=[O:27])(=[O:21])[CH2:2][CH2:3][CH2:4]/[CH:5]=[CH:6]\[CH2:7][CH:8]=[CH:9][CH2:10][CH:11]=[CH:12][CH2:13][CH:14]=[CH:15][CH2:16][CH2:17][CH2:18][CH2:19][CH3:20].C(O)(=O)CCC/C=C\CC=CCC=CCC=CCC=CCC, predict the reaction product. The product is: [C:1]([NH:22][C@H:23]([C:30]([OH:32])=[O:31])[CH2:24][O:25][P:26]([OH:29])([OH:28])=[O:27])(=[O:21])[CH2:2][CH2:3][CH2:4]/[CH:5]=[CH:6]\[CH2:7][CH:8]=[CH:9][CH2:10][CH:11]=[CH:12][CH2:13][CH:14]=[CH:15][CH2:16][CH:17]=[CH:18][CH2:19][CH3:20].